Predict which catalyst facilitates the given reaction. From a dataset of Catalyst prediction with 721,799 reactions and 888 catalyst types from USPTO. (1) Reactant: [Si]([O:8][CH2:9][C:10]1[CH:15]=[CH:14][C:13]([S:16]([CH3:44])(=[O:43])=[N:17][C:18](=[O:42])[C:19]2[CH:24]=[C:23]([C:25]#[C:26][C:27]3[CH:32]=[CH:31][CH:30]=[C:29]([NH:33][C:34]([C:36]4[O:37][CH:38]=[CH:39][C:40]=4[CH3:41])=[O:35])[CH:28]=3)[CH:22]=[N:21][CH:20]=2)=[CH:12][CH:11]=1)(C(C)(C)C)(C)C.CCCC[N+](CCCC)(CCCC)CCCC.[F-]. Product: [OH:8][CH2:9][C:10]1[CH:15]=[CH:14][C:13]([S:16]([CH3:44])(=[O:43])=[N:17][C:18](=[O:42])[C:19]2[CH:24]=[C:23]([C:25]#[C:26][C:27]3[CH:32]=[CH:31][CH:30]=[C:29]([NH:33][C:34]([C:36]4[O:37][CH:38]=[CH:39][C:40]=4[CH3:41])=[O:35])[CH:28]=3)[CH:22]=[N:21][CH:20]=2)=[CH:12][CH:11]=1. The catalyst class is: 49. (2) Reactant: [NH2:1][C:2]([C:4]1[CH:13]=[CH:12][CH:11]=[C:10]([N+:14]([O-:16])=[O:15])[C:5]=1[C:6]([O:8][CH3:9])=[O:7])=O.C(Cl)(=O)C(Cl)=O.O. Product: [C:2]([C:4]1[CH:13]=[CH:12][CH:11]=[C:10]([N+:14]([O-:16])=[O:15])[C:5]=1[C:6]([O:8][CH3:9])=[O:7])#[N:1]. The catalyst class is: 118. (3) Reactant: [OH-].[Na+].C([O:6][CH2:7][C:8]([CH3:49])([CH3:48])[CH2:9][N:10]1[C:16]2[CH:17]=[CH:18][C:19]([Cl:21])=[CH:20][C:15]=2[C@@H:14]([C:22]2[CH:27]=[CH:26][CH:25]=[C:24]([O:28][CH3:29])[C:23]=2[O:30][CH3:31])[O:13][C@H:12]([CH2:32][C:33]([C:35]2[N:39]=[C:38]([CH2:40][CH2:41][C:42]([O:44]CC)=[O:43])[O:37][N:36]=2)=[O:34])[C:11]1=[O:47])(=O)C.Cl. Product: [Cl:21][C:19]1[CH:18]=[CH:17][C:16]2[N:10]([CH2:9][C:8]([CH3:48])([CH3:49])[CH2:7][OH:6])[C:11](=[O:47])[C@@H:12]([CH2:32][C:33]([C:35]3[N:39]=[C:38]([CH2:40][CH2:41][C:42]([OH:44])=[O:43])[O:37][N:36]=3)=[O:34])[O:13][C@H:14]([C:22]3[CH:27]=[CH:26][CH:25]=[C:24]([O:28][CH3:29])[C:23]=3[O:30][CH3:31])[C:15]=2[CH:20]=1. The catalyst class is: 8. (4) Product: [CH3:1][O:2][C:3]1[CH:11]=[C:10]2[C:6](=[CH:5][CH:4]=1)[C@H:7]([C@H:12]([CH2:16][CH3:17])[C:13]([OH:15])=[O:14])[CH2:8][CH2:9]2. The catalyst class is: 301. Reactant: [CH3:1][O:2][C:3]1[CH:11]=[C:10]2[C:6]([C:7]([C@H:12]([CH2:16][CH3:17])[C:13]([OH:15])=[O:14])=[CH:8][CH2:9]2)=[CH:5][CH:4]=1.C(N(CC)CC)C. (5) Reactant: [N:1]1[CH:6]=[CH:5][CH:4]=[CH:3][C:2]=1[NH:7][NH2:8].[CH3:9][S:10][C:11](SC)=[C:12]([C:16](=O)[CH3:17])[C:13](=[O:15])[CH3:14].C(OCC)(=O)C. Product: [CH3:17][C:16]1[N:7]([C:2]2[CH:3]=[CH:4][CH:5]=[CH:6][N:1]=2)[N:8]=[C:11]([S:10][CH3:9])[C:12]=1[C:13](=[O:15])[CH3:14]. The catalyst class is: 170.